This data is from Reaction yield outcomes from USPTO patents with 853,638 reactions. The task is: Predict the reaction yield, written as a fraction of the theoretical maximum amount of product (1.0 means a 100% yield; for example, 0.34 means a 34% yield). (1) The reactants are N(C(OCC)=O)=NC(OCC)=O.[Cl:13][C:14]1[CH:33]=[CH:32][C:17]([NH:18][C:19]2[C:28]3[C:23](=[CH:24][C:25]([OH:31])=[C:26]([O:29][CH3:30])[CH:27]=3)[N:22]=[CH:21][N:20]=2)=[C:16]([F:34])[CH:15]=1.C1(P(C2C=CC=CC=2)C2C=CC=CC=2)C=CC=CC=1.[O:54]1[CH2:59][CH2:58][N:57]([CH2:60][CH2:61][O:62][CH2:63][CH2:64]O)[CH2:56][CH2:55]1. The catalyst is C(Cl)Cl. The product is [ClH:13].[Cl:13][C:14]1[CH:33]=[CH:32][C:17]([NH:18][C:19]2[C:28]3[C:23](=[CH:24][C:25]([O:31][CH2:64][CH2:63][O:62][CH2:61][CH2:60][N:57]4[CH2:58][CH2:59][O:54][CH2:55][CH2:56]4)=[C:26]([O:29][CH3:30])[CH:27]=3)[N:22]=[CH:21][N:20]=2)=[C:16]([F:34])[CH:15]=1. The yield is 0.450. (2) The reactants are F[C:2]1[CH:7]=[CH:6][C:5]([N+:8]([O-:10])=[O:9])=[C:4]([C:11]([F:14])([F:13])[F:12])[CH:3]=1.[F:15][C:16]1([F:24])[CH2:20][NH:19][C@H:18]([C:21]([OH:23])=[O:22])[CH2:17]1.C(=O)([O-])[O-].[Na+].[Na+].Cl. The catalyst is O.O.C(O)C. The product is [F:15][C:16]1([F:24])[CH2:20][N:19]([C:2]2[CH:7]=[CH:6][C:5]([N+:8]([O-:10])=[O:9])=[C:4]([C:11]([F:14])([F:13])[F:12])[CH:3]=2)[C@H:18]([C:21]([OH:23])=[O:22])[CH2:17]1. The yield is 0.890. (3) The reactants are [CH3:1][O:2][C:3](=[O:8])[CH:4](Br)[CH2:5]Br.CCN(CC)CC.[CH2:16]([NH:23][CH2:24][CH2:25][NH:26][CH2:27][C:28]1[CH:33]=[CH:32][CH:31]=[CH:30][CH:29]=1)[C:17]1[CH:22]=[CH:21][CH:20]=[CH:19][CH:18]=1. The catalyst is C1(C)C=CC=CC=1. The product is [CH3:1][O:2][C:3]([CH:4]1[CH2:5][N:26]([CH2:27][C:28]2[CH:33]=[CH:32][CH:31]=[CH:30][CH:29]=2)[CH2:25][CH2:24][N:23]1[CH2:16][C:17]1[CH:22]=[CH:21][CH:20]=[CH:19][CH:18]=1)=[O:8]. The yield is 0.848.